From a dataset of Full USPTO retrosynthesis dataset with 1.9M reactions from patents (1976-2016). Predict the reactants needed to synthesize the given product. (1) Given the product [CH2:1]([N:3]1[CH2:8][CH2:7][N:6]([CH2:9][C:10]([OH:12])=[O:11])[CH2:5][CH2:4]1)[CH3:2], predict the reactants needed to synthesize it. The reactants are: [CH2:1]([N:3]1[CH2:8][CH2:7][N:6]([CH2:9][C:10]([O:12]C)=[O:11])[CH2:5][CH2:4]1)[CH3:2]. (2) Given the product [Br:17][C:18]1[CH:25]=[CH:24][CH:23]=[C:22]([N:10]2[C:9](=[O:14])[C:8]3[CH:15]=[CH:16][C:5]([C:1]([CH3:4])([CH3:2])[CH3:3])=[CH:6][C:7]=3[O:13][CH2:12][CH2:11]2)[C:19]=1[CH:20]=[O:21], predict the reactants needed to synthesize it. The reactants are: [C:1]([C:5]1[CH:16]=[CH:15][C:8]2[C:9](=[O:14])[NH:10][CH2:11][CH2:12][O:13][C:7]=2[CH:6]=1)([CH3:4])([CH3:3])[CH3:2].[Br:17][C:18]1[CH:25]=[CH:24][CH:23]=[C:22](Br)[C:19]=1[CH:20]=[O:21].C(=O)([O-])[O-].[Cs+].[Cs+].C(OCC)(=O)C.